Predict the reactants needed to synthesize the given product. From a dataset of Full USPTO retrosynthesis dataset with 1.9M reactions from patents (1976-2016). Given the product [CH2:7]([N:14]1[CH2:15][CH2:16][C@@H:17]([O:20][CH2:21][C:22]2[CH:27]=[CH:26][CH:25]=[CH:24][CH:23]=2)[C@@H:18]1[CH3:19])[C:8]1[CH:9]=[CH:10][CH:11]=[CH:12][CH:13]=1, predict the reactants needed to synthesize it. The reactants are: [H-].[Al+3].[Li+].[H-].[H-].[H-].[CH2:7]([N:14]1[C@@H:18]([CH3:19])[C@H:17]([O:20][CH2:21][C:22]2[CH:27]=[CH:26][CH:25]=[CH:24][CH:23]=2)[CH2:16][C:15]1=O)[C:8]1[CH:13]=[CH:12][CH:11]=[CH:10][CH:9]=1.O.